From a dataset of Full USPTO retrosynthesis dataset with 1.9M reactions from patents (1976-2016). Predict the reactants needed to synthesize the given product. Given the product [NH2:41][S:38]([NH:1][CH:2]1[CH2:7][CH2:6][CH2:5][CH2:4][CH:3]1[N:8]1[CH:17]([C:18]2[CH:23]=[CH:22][C:21]([Cl:24])=[CH:20][C:19]=2[Cl:25])[CH:16]([C:26]([NH:28][O:29][CH2:30][C:31]2[CH:32]=[CH:33][CH:34]=[CH:35][CH:36]=2)=[O:27])[C:15]2[C:10](=[CH:11][CH:12]=[CH:13][CH:14]=2)[C:9]1=[O:37])(=[O:40])=[O:39], predict the reactants needed to synthesize it. The reactants are: [NH2:1][CH:2]1[CH2:7][CH2:6][CH2:5][CH2:4][CH:3]1[N:8]1[CH:17]([C:18]2[CH:23]=[CH:22][C:21]([Cl:24])=[CH:20][C:19]=2[Cl:25])[CH:16]([C:26]([NH:28][O:29][CH2:30][C:31]2[CH:36]=[CH:35][CH:34]=[CH:33][CH:32]=2)=[O:27])[C:15]2[C:10](=[CH:11][CH:12]=[CH:13][CH:14]=2)[C:9]1=[O:37].[S:38](N)([NH2:41])(=[O:40])=[O:39].